This data is from In vitro SARS-CoV-2 activity screen of 1,480 approved drugs from Prestwick library. The task is: Binary Classification. Given a drug SMILES string, predict its activity (active/inactive) in a high-throughput screening assay against a specified biological target. The result is 0 (inactive). The compound is NC(=O)c1cnccn1.